Dataset: Forward reaction prediction with 1.9M reactions from USPTO patents (1976-2016). Task: Predict the product of the given reaction. (1) Given the reactants [Br:1][C:2]1[CH:7]=[CH:6][C:5]([OH:8])=[CH:4][CH:3]=1.C([O-])([O-])=O.[Cs+].[Cs+].C(OCC)(=O)C.Br[C:22]1[CH:30]=[C:29]([CH3:31])[CH:28]=[CH:27][C:23]=1[C:24]([OH:26])=[O:25], predict the reaction product. The product is: [Br:1][C:2]1[CH:7]=[CH:6][C:5]([O:8][C:22]2[CH:30]=[C:29]([CH3:31])[CH:28]=[CH:27][C:23]=2[C:24]([OH:26])=[O:25])=[CH:4][CH:3]=1. (2) Given the reactants [NH2:1][NH:2][C:3]([C:5]1[N:10]=[CH:9][CH:8]=[CH:7][N:6]=1)=[NH:4].[OH:11][C:12]1[CH:19]=[CH:18][CH:17]=[CH:16][C:13]=1[CH:14]=O, predict the reaction product. The product is: [N:6]1[CH:7]=[CH:8][CH:9]=[N:10][C:5]=1[C:3]1[N:4]=[C:14]([C:13]2[CH:16]=[CH:17][CH:18]=[CH:19][C:12]=2[OH:11])[NH:1][N:2]=1. (3) The product is: [Br:1][C:2]1[CH:7]=[CH:6][C:5]([C:8]2([C:9]#[N:10])[CH2:17][CH2:16]2)=[C:4]([C:11]([F:12])([F:13])[F:14])[CH:3]=1. Given the reactants [Br:1][C:2]1[CH:7]=[CH:6][C:5]([CH2:8][C:9]#[N:10])=[C:4]([C:11]([F:14])([F:13])[F:12])[CH:3]=1.Br[CH2:16][CH2:17]Cl.[OH-].[Na+], predict the reaction product. (4) Given the reactants C(OC(=O)[NH:7][C:8]1[S:9][CH:10]=[C:11]([C:13](=[O:17])[N:14]([CH3:16])[CH3:15])[N:12]=1)(C)(C)C.FC(F)(F)C(O)=O, predict the reaction product. The product is: [CH3:15][N:14]([CH3:16])[C:13]([C:11]1[N:12]=[C:8]([NH2:7])[S:9][CH:10]=1)=[O:17]. (5) Given the reactants [C@@H:1]1([N:10]2[C:19]3[N:18]=[CH:17][N:16]=[C:14](N)[C:13]=3[N:12]=[CH:11]2)[O:9][C@H:6]([CH2:7][OH:8])[C@@H:4]([OH:5])[C@H:2]1[OH:3].[OH-:20].[Na+], predict the reaction product. The product is: [C@@H:1]1([N:10]2[C:19]3[N:18]=[CH:17][N:16]=[C:14]([OH:20])[C:13]=3[N:12]=[CH:11]2)[O:9][C@H:6]([CH2:7][OH:8])[C@@H:4]([OH:5])[C@H:2]1[OH:3]. (6) Given the reactants [F:1][C:2]1([F:30])[CH2:7][CH2:6][N:5]([CH2:8][C:9]2[CH:18]=[C:17]3[C:19](=[O:29])[N:20]([C:22]4[CH:27]=[CH:26][CH:25]=[C:24]([OH:28])[CH:23]=4)[CH2:21][C:16]3=[C:15]3[C:10]=2[CH:11]=[CH:12][CH:13]=[N:14]3)[CH2:4][CH2:3]1.[H-].[Na+].[CH3:33][N:34]([CH3:38])[C:35](Cl)=[O:36], predict the reaction product. The product is: [CH3:33][N:34]([CH3:38])[C:35](=[O:36])[O:28][C:24]1[CH:25]=[CH:26][CH:27]=[C:22]([N:20]2[CH2:21][C:16]3[C:17](=[CH:18][C:9]([CH2:8][N:5]4[CH2:6][CH2:7][C:2]([F:1])([F:30])[CH2:3][CH2:4]4)=[C:10]4[C:15]=3[N:14]=[CH:13][CH:12]=[CH:11]4)[C:19]2=[O:29])[CH:23]=1.